Dataset: Peptide-MHC class I binding affinity with 185,985 pairs from IEDB/IMGT. Task: Regression. Given a peptide amino acid sequence and an MHC pseudo amino acid sequence, predict their binding affinity value. This is MHC class I binding data. (1) The MHC is HLA-A29:02 with pseudo-sequence HLA-A29:02. The peptide sequence is LTDDMIAAY. The binding affinity (normalized) is 0.420. (2) The peptide sequence is ITDKINQII. The MHC is HLA-A24:02 with pseudo-sequence HLA-A24:02. The binding affinity (normalized) is 0.216.